Dataset: Catalyst prediction with 721,799 reactions and 888 catalyst types from USPTO. Task: Predict which catalyst facilitates the given reaction. Reactant: Cl[CH2:2][C:3]1[N:12]=[C:11]([C:13]2[CH:18]=[CH:17][C:16]3[O:19][CH2:20][O:21][C:15]=3[CH:14]=2)[C:10]2[C:5](=[CH:6][C:7]3[O:24][CH2:23][O:22][C:8]=3[CH:9]=2)[N:4]=1.[SH:25][C:26]1[N:27]([CH3:31])[CH:28]=[CH:29][N:30]=1.C([O-])([O-])=O.[K+].[K+]. Product: [CH3:31][N:27]1[CH:28]=[CH:29][N:30]=[C:26]1[S:25][CH2:2][C:3]1[N:12]=[C:11]([C:13]2[CH:18]=[CH:17][C:16]3[O:19][CH2:20][O:21][C:15]=3[CH:14]=2)[C:10]2[C:5](=[CH:6][C:7]3[O:24][CH2:23][O:22][C:8]=3[CH:9]=2)[N:4]=1. The catalyst class is: 3.